This data is from Catalyst prediction with 721,799 reactions and 888 catalyst types from USPTO. The task is: Predict which catalyst facilitates the given reaction. Reactant: [C:1]1([CH:7]([C:10]2[CH:15]=[CH:14][CH:13]=[CH:12][CH:11]=2)[CH2:8][OH:9])[CH:6]=[CH:5][CH:4]=[CH:3][CH:2]=1.C(N(CC)CC)C.[CH3:23][S:24](Cl)(=[O:26])=[O:25]. Product: [CH3:23][S:24]([O:9][CH2:8][CH:7]([C:1]1[CH:2]=[CH:3][CH:4]=[CH:5][CH:6]=1)[C:10]1[CH:11]=[CH:12][CH:13]=[CH:14][CH:15]=1)(=[O:26])=[O:25]. The catalyst class is: 4.